From a dataset of Peptide-MHC class I binding affinity with 185,985 pairs from IEDB/IMGT. Regression. Given a peptide amino acid sequence and an MHC pseudo amino acid sequence, predict their binding affinity value. This is MHC class I binding data. The peptide sequence is FLFEMLKGV. The MHC is H-2-Kb with pseudo-sequence H-2-Kb. The binding affinity (normalized) is 0.130.